From a dataset of Forward reaction prediction with 1.9M reactions from USPTO patents (1976-2016). Predict the product of the given reaction. (1) Given the reactants [OH-].[Na+].[CH3:3][O:4][C:5]1[N:10]=[CH:9][C:8]([N:11]2[C:15]([C:16]3[CH:21]=[N:20][CH:19]=[CH:18][N:17]=3)=[CH:14][C:13]([C:22]([O:24]CC)=[O:23])=[N:12]2)=[CH:7][CH:6]=1.Cl.O, predict the reaction product. The product is: [CH3:3][O:4][C:5]1[N:10]=[CH:9][C:8]([N:11]2[C:15]([C:16]3[CH:21]=[N:20][CH:19]=[CH:18][N:17]=3)=[CH:14][C:13]([C:22]([OH:24])=[O:23])=[N:12]2)=[CH:7][CH:6]=1. (2) Given the reactants [CH:1]1([C:4]2[N:8]([C:9]3[CH:14]=[CH:13][C:12]([O:15][C:16]([F:19])([F:18])[F:17])=[CH:11][CH:10]=3)[N:7]=[C:6]([CH3:20])[C:5]=2[C:21](O)=[O:22])[CH2:3][CH2:2]1.[N:24]1([CH:29]2[CH2:34][CH2:33][NH:32][CH2:31][CH2:30]2)[CH2:28][CH2:27][CH2:26][CH2:25]1, predict the reaction product. The product is: [CH:1]1([C:4]2[N:8]([C:9]3[CH:10]=[CH:11][C:12]([O:15][C:16]([F:19])([F:18])[F:17])=[CH:13][CH:14]=3)[N:7]=[C:6]([CH3:20])[C:5]=2[C:21]([N:32]2[CH2:33][CH2:34][CH:29]([N:24]3[CH2:28][CH2:27][CH2:26][CH2:25]3)[CH2:30][CH2:31]2)=[O:22])[CH2:3][CH2:2]1. (3) Given the reactants [Cl:1][C:2]1[C:3]([C:8]2[CH:9]=[C:10]3[C:14](=[CH:15][CH:16]=2)[NH:13][N:12]=[C:11]3[NH:17][C:18]2[S:19][C:20]([CH2:23][C:24](OCC)=[O:25])=[CH:21][N:22]=2)=[N:4][CH:5]=[CH:6][CH:7]=1.[BH4-].[Li+].Cl.C(=O)([O-])O.[Na+], predict the reaction product. The product is: [Cl:1][C:2]1[C:3]([C:8]2[CH:9]=[C:10]3[C:14](=[CH:15][CH:16]=2)[NH:13][N:12]=[C:11]3[NH:17][C:18]2[S:19][C:20]([CH2:23][CH2:24][OH:25])=[CH:21][N:22]=2)=[N:4][CH:5]=[CH:6][CH:7]=1. (4) Given the reactants [I:1][C:2]1[CH:7]=[CH:6][C:5]([O:8][CH3:9])=[CH:4][CH:3]=1.C(N(CC)CC)C.[CH2:17]([C:19]1[N:20]([CH2:33][CH2:34][CH2:35][C:36]#[CH:37])[C:21]2[C:30]3[CH:29]=[CH:28][CH:27]=[CH:26][C:25]=3[N:24]=[C:23]([NH2:31])[C:22]=2[N:32]=1)[CH3:18], predict the reaction product. The product is: [IH:1].[CH2:17]([C:19]1[N:20]([CH2:33][CH2:34][CH2:35][C:36]#[C:37][C:2]2[CH:7]=[CH:6][C:5]([O:8][CH3:9])=[CH:4][CH:3]=2)[C:21]2[C:30]3[CH:29]=[CH:28][CH:27]=[CH:26][C:25]=3[N:24]=[C:23]([NH2:31])[C:22]=2[N:32]=1)[CH3:18]. (5) Given the reactants [Cl:1][C:2]1[C:10]([F:11])=[CH:9][CH:8]=[CH:7][C:3]=1[C:4]([OH:6])=O.[CH3:12][C:13]1[N:18]=[CH:17][C:16]([CH:19]([N:22]2[CH2:28][CH2:27][CH2:26][O:25][CH2:24][CH2:23]2)[CH2:20][NH2:21])=[CH:15][N:14]=1, predict the reaction product. The product is: [Cl:1][C:2]1[C:10]([F:11])=[CH:9][CH:8]=[CH:7][C:3]=1[C:4]([NH:21][CH2:20][CH:19]([C:16]1[CH:17]=[N:18][C:13]([CH3:12])=[N:14][CH:15]=1)[N:22]1[CH2:28][CH2:27][CH2:26][O:25][CH2:24][CH2:23]1)=[O:6]. (6) Given the reactants [CH3:1][O:2][C:3]1[CH:8]=[C:7]([N:9]2[CH2:14][CH2:13][CH:12]([N:15]3[CH2:20][CH2:19][N:18]([CH3:21])[CH2:17][CH2:16]3)[CH2:11][CH2:10]2)[CH:6]=[CH:5][C:4]=1[NH2:22].[Br:23][C:24]1[N:32]2[C:27]([CH:28]=[N:29][C:30](S(C)=O)=[N:31]2)=[CH:26][CH:25]=1.C(N(CC)C(C)C)(C)C.COCCO, predict the reaction product. The product is: [Br:23][C:24]1[N:32]2[C:27]([CH:28]=[N:29][C:30]([NH:22][C:4]3[CH:5]=[CH:6][C:7]([N:9]4[CH2:14][CH2:13][CH:12]([N:15]5[CH2:20][CH2:19][N:18]([CH3:21])[CH2:17][CH2:16]5)[CH2:11][CH2:10]4)=[CH:8][C:3]=3[O:2][CH3:1])=[N:31]2)=[CH:26][CH:25]=1. (7) Given the reactants [CH3:1][O:2][C:3](=[O:16])[C:4]1[CH:14]=[C:13](I)[CH:12]=[C:6]([C:7]([N:9]([CH3:11])[CH3:10])=[O:8])[CH:5]=1.[CH3:17][O:18][C:19]1[CH:24]=[CH:23][CH:22]=[CH:21][C:20]=1[C:25]1[C:33]2[C:28](=[N:29][CH:30]=[C:31](B3OC(C)(C)C(C)(C)O3)[CH:32]=2)[N:27]([CH2:43][O:44][CH2:45][CH2:46][Si:47]([CH3:50])([CH3:49])[CH3:48])[N:26]=1.O, predict the reaction product. The product is: [CH3:1][O:2][C:3](=[O:16])[C:4]1[CH:14]=[C:13]([C:31]2[CH:32]=[C:33]3[C:25]([C:20]4[CH:21]=[CH:22][CH:23]=[CH:24][C:19]=4[O:18][CH3:17])=[N:26][N:27]([CH2:43][O:44][CH2:45][CH2:46][Si:47]([CH3:48])([CH3:50])[CH3:49])[C:28]3=[N:29][CH:30]=2)[CH:12]=[C:6]([C:7]([N:9]([CH3:11])[CH3:10])=[O:8])[CH:5]=1. (8) Given the reactants [CH3:1][C:2]1([CH3:25])[CH2:11][CH2:10][C:9]([CH3:13])([CH3:12])[C:8]2[CH:7]=[C:6]([C:14]3[N:15]=[C:16]([N:19]4[CH2:23][CH2:22][C@H:21]([NH2:24])[CH2:20]4)[S:17][CH:18]=3)[CH:5]=[CH:4][C:3]1=2.C([Si](C)(C)[O:31][CH2:32][CH2:33][CH:34]=O)(C)(C)C.CCCC[N+](CCCC)(CCCC)CCCC.[F-].C1COCC1, predict the reaction product. The product is: [CH3:1][C:2]1([CH3:25])[CH2:11][CH2:10][C:9]([CH3:12])([CH3:13])[C:8]2[CH:7]=[C:6]([C:14]3[N:15]=[C:16]([N:19]4[CH2:23][CH2:22][C@H:21]([NH:24][CH2:34][CH2:33][CH2:32][OH:31])[CH2:20]4)[S:17][CH:18]=3)[CH:5]=[CH:4][C:3]1=2.